From a dataset of Catalyst prediction with 721,799 reactions and 888 catalyst types from USPTO. Predict which catalyst facilitates the given reaction. (1) Reactant: [C:1]1([C:14]2[CH:19]=[CH:18][CH:17]=[CH:16][CH:15]=2)[CH:6]=[CH:5][C:4]([NH:7][C:8](=[O:13])[CH2:9][C:10]([OH:12])=O)=[CH:3][CH:2]=1.C1C=CC2N(O)N=NC=2C=1.CCN(C(C)C)C(C)C.CCN=C=NCCCN(C)C.Cl.Cl.[Cl:52][C:53]1[CH:65]=[CH:64][C:63]([F:66])=[CH:62][C:54]=1[O:55][CH:56]1[CH2:61][CH2:60][NH:59][CH2:58][CH2:57]1. Product: [C:1]1([C:14]2[CH:19]=[CH:18][CH:17]=[CH:16][CH:15]=2)[CH:2]=[CH:3][C:4]([NH:7][C:8](=[O:13])[CH2:9][C:10]([N:59]2[CH2:58][CH2:57][CH:56]([O:55][C:54]3[CH:62]=[C:63]([F:66])[CH:64]=[CH:65][C:53]=3[Cl:52])[CH2:61][CH2:60]2)=[O:12])=[CH:5][CH:6]=1. The catalyst class is: 18. (2) Reactant: [C:1]([O:5][CH:6]([C:12]1[C:21]([CH3:22])=[CH:20][C:19]2[C:14](=[CH:15][CH:16]=[CH:17][C:18]=2[CH3:23])[C:13]=1[C:24]1[CH:29]=[CH:28][C:27]([Cl:30])=[CH:26][CH:25]=1)[C:7]([O:9]CC)=[O:8])([CH3:4])([CH3:3])[CH3:2].[OH-].[Li+]. Product: [C:1]([O:5][CH:6]([C:12]1[C:21]([CH3:22])=[CH:20][C:19]2[C:14](=[CH:15][CH:16]=[CH:17][C:18]=2[CH3:23])[C:13]=1[C:24]1[CH:29]=[CH:28][C:27]([Cl:30])=[CH:26][CH:25]=1)[C:7]([OH:9])=[O:8])([CH3:4])([CH3:2])[CH3:3]. The catalyst class is: 738.